This data is from Reaction yield outcomes from USPTO patents with 853,638 reactions. The task is: Predict the reaction yield, written as a fraction of the theoretical maximum amount of product (1.0 means a 100% yield; for example, 0.34 means a 34% yield). The product is [O:1]1[C:2]2[CH:3]=[C:4]([C:9]([O:11][CH3:12])=[O:10])[N:5]=[CH:6][C:7]=2[O:8][CH2:21][CH2:20]1. The reactants are [OH:1][C:2]1[C:7]([OH:8])=[CH:6][N:5]=[C:4]([C:9]([O:11][CH3:12])=[O:10])[CH:3]=1.C([O-])([O-])=O.[K+].[K+].Br[CH2:20][CH2:21]Br. The catalyst is CN(C=O)C. The yield is 0.860.